This data is from Catalyst prediction with 721,799 reactions and 888 catalyst types from USPTO. The task is: Predict which catalyst facilitates the given reaction. (1) Reactant: [C:1]([O:4][CH2:5][CH2:6][N:7]1[CH2:12][CH2:11][N:10]([S:13]([C:16]2[CH:17]=[CH:18][C:19]([O:37][CH2:38][CH2:39][CH3:40])=[C:20]([C:22]3[NH:23][C:24](=[O:36])[C:25]4[N:30]([CH2:31][CH3:32])[CH:29]=[C:28]([CH2:33][CH2:34][CH3:35])[C:26]=4[N:27]=3)[CH:21]=2)(=[O:15])=[O:14])[CH2:9][CH2:8]1)(=[O:3])[CH3:2].[ClH:41].OS(O)(=O)=O. Product: [ClH:41].[C:1]([O:4][CH2:5][CH2:6][N:7]1[CH2:12][CH2:11][N:10]([S:13]([C:16]2[CH:17]=[CH:18][C:19]([O:37][CH2:38][CH2:39][CH3:40])=[C:20]([C:22]3[NH:23][C:24](=[O:36])[C:25]4[N:30]([CH2:31][CH3:32])[CH:29]=[C:28]([CH2:33][CH2:34][CH3:35])[C:26]=4[N:27]=3)[CH:21]=2)(=[O:15])=[O:14])[CH2:9][CH2:8]1)(=[O:3])[CH3:2]. The catalyst class is: 332. (2) Reactant: [CH3:1][O:2][CH2:3][O:4][C:5]1[CH:13]=[C:12]([O:14][CH2:15][O:16][CH3:17])[CH:11]=[C:10]([CH3:18])[C:6]=1[C:7]([OH:9])=[O:8].[CH3:19][C@@H:20](O)[CH2:21][CH:22]=[CH2:23].C1(P(C2C=CC=CC=2)C2C=CC=CC=2)C=CC=CC=1.CC(OC(/N=N/C(OC(C)C)=O)=O)C. Product: [CH3:1][O:2][CH2:3][O:4][C:5]1[CH:13]=[C:12]([O:14][CH2:15][O:16][CH3:17])[CH:11]=[C:10]([CH3:18])[C:6]=1[C:7]([O:9][C@H:22]([CH2:21][CH:20]=[CH2:19])[CH3:23])=[O:8]. The catalyst class is: 1.